Task: Token-level Classification. Given an antigen amino acid sequence, predict which amino acid positions are active epitope sites capable of antibody binding. Output is a list of indices for active positions.. Dataset: B-cell epitopes from IEDB database with 3,159 antigens for binding position prediction (1) Given the antigen sequence: MNPTETKAIPVSQQMEGPHLPNKKKHKKQAVKTEPEKKSQSTKLSVVHEKKSQEGKPKEHTEPKSLPKQASDTGSNDAHNKKAVSRSAEQQPSEKSTEPKTKPQDMISAGGESVAGITAISGKPGDKKKEKKSLTPAVPVESKPDKPSGKSGMDAALDDLIDTLGGPEETEEENTTYTGPEVSDPMSSTYIEELGKREVTIPPKYRELLAKKEGITGPPADSSKPIGPDDAIDALSSDFTCGSPTAAGKKTEKEESTEVLKAQSAGTVRSAAPPQEKKRKVEKDTMSDQALEALSASLGTRQAEPELDLRSIKEVDEAKAKEEKLEKCGEDDETIPSEYRLKPATDKDGKPLLPEPEEKPKPRSESELIDELSEDFDRSECKEKPSKPTEKTEESKAAAPAPVSEAVCRTSMCSIQSAPPEPATLKGTVPDDAVEALADSLGKKEADPEDGKPVMDKVKEKAKEEDREKLGEKEETIPPDYRLEEVKDKDGKPLLPKESK..., which amino acid positions are active epitope sites? The epitope positions are: [405, 406, 407, 408, 409, 410, 411, 412, 413, 414, 415, 416, 417, 418, 419]. The amino acids at these positions are: AVCRTSMCSIQSAPP. (2) Given the antigen sequence: MKKLLKSVLVFAALSSASSLQALPVGNPAEPSLMIDGILWEGFGGDPCDPCTTWCDAISMRVGYYGDFVFDRVLKTDVNKEFQMGAEPTTSDTAGLSNDPTTNVARPNPAYGKHMQDAEMFTNAAYMALNIWDRFDVFCTLGATTGYLKGNSASFNLVGLFGTKTQSTNFNTAKLVPNTALNQAVVELYTDTTFAWSVGARAALWECGCATLGASFQYAQSKPKVEELNVLCDASEFTINKPKGYVGAEFPLDITAGTEAATGTKDASIDYHEWQASLALSYRLNMFTPYIGVKWSRVSFDADTIRIAQPKLAEAVLDVTTLNPTIAGKGSVVASGSENELADTMQIVSLQLNKMKSRKSCGIAVGTTIVDADKYAVTVETRLIDERAAHVNAQFRF, which amino acid positions are active epitope sites? The epitope positions are: [247, 248, 249, 250, 251, 252, 253, 254]. The amino acids at these positions are: AEFPLDIT. (3) Given the antigen sequence: MLINMKGILWMCSTLLLTHALHQAKMETSPPVKGSLSGKVVLPCHFSTLPTLPPNYNTSEFLRIKWSKMEVDKNGKDIKETTVLVAQNGNIKIGQDYKGRVSVPTHPDDVGDASLTMVKLRASDAAVYRCDVMYGIEDTQDTMSLAVDGVVFHYRAATSRYTLNFAAAQQACLDIGAVIASPEQLFAAYEDGFEQCDAGWLSDQTVRYPIRAPREGCYGDMMGKEGVRTYGFRSPQETYDVYCYVDHLDGDVFHITAPSKFTFEEAEAECTSRDARLATVGELQAAWRNGFDQCDYGWLSDASVRHPVTVARAQCGGGLLGVRTLYRFENQTCFPLPDSRFDAYCFKRRLSDMIVSGHPIDSESKEEEPCSEETDPLHDLFAEILPELPDSFEIDIYHSEEDEDGEEDCVNATDVTTTPSVQYINGKQLVTTVPKDPEAAEARRGQYESVAPSQNFPDSSATDTHQFILAETESSTTMQFKKSKEGTELLEITWKPETYP..., which amino acid positions are active epitope sites? The epitope positions are: [178, 179, 180, 181, 182, 183, 184, 185, 186, 187, 188, 189, 190, 191, 192, 193, 194, 195, 196, 197... (23 total positions)]. The amino acids at these positions are: IASPEQLFAAYEDGFEQCDAGWL.